Dataset: Forward reaction prediction with 1.9M reactions from USPTO patents (1976-2016). Task: Predict the product of the given reaction. (1) Given the reactants Cl.[Br:2][C:3]1[CH:4]=[C:5]2[C:10](=[CH:11][CH:12]=1)[CH:9]=[C:8]([S:13]([C:16]1[CH:21]=[CH:20][C:19]([C:22]([CH:24]3[CH2:29][CH2:28][NH:27][CH2:26][CH2:25]3)=[O:23])=[CH:18][CH:17]=1)(=[O:15])=[O:14])[CH:7]=[CH:6]2.Cl[C:31]1[CH:32]=[CH:33][C:34](=[O:38])[N:35]([CH3:37])[N:36]=1.C(N(CC)CC)C, predict the reaction product. The product is: [Br:2][C:3]1[CH:4]=[C:5]2[C:10](=[CH:11][CH:12]=1)[CH:9]=[C:8]([S:13]([C:16]1[CH:17]=[CH:18][C:19]([C:22]([CH:24]3[CH2:25][CH2:26][N:27]([C:31]4[CH:32]=[CH:33][C:34](=[O:38])[N:35]([CH3:37])[N:36]=4)[CH2:28][CH2:29]3)=[O:23])=[CH:20][CH:21]=1)(=[O:15])=[O:14])[CH:7]=[CH:6]2. (2) Given the reactants FC(F)(F)C([N:5]1[CH2:11][CH:10]([CH2:12][CH3:13])[C:9]2[CH:14]=[C:15]([Cl:20])[C:16]([O:18][CH3:19])=[CH:17][C:8]=2[CH2:7][CH2:6]1)=O.[OH-].[Na+], predict the reaction product. The product is: [Cl:20][C:15]1[C:16]([O:18][CH3:19])=[CH:17][C:8]2[CH2:7][CH2:6][NH:5][CH2:11][CH:10]([CH2:12][CH3:13])[C:9]=2[CH:14]=1. (3) Given the reactants [BH4-].[Na+].[CH3:3][C:4]1[C:5]2[N:6]([C:10]([CH3:13])=[CH:11][CH:12]=2)[CH2:7][CH2:8][N:9]=1, predict the reaction product. The product is: [CH3:3][CH:4]1[NH:9][CH2:8][CH2:7][N:6]2[C:10]([CH3:13])=[CH:11][CH:12]=[C:5]12.